The task is: Predict the product of the given reaction.. This data is from Forward reaction prediction with 1.9M reactions from USPTO patents (1976-2016). (1) Given the reactants FC(F)(F)S(O[C:7]1[C@H:8]([CH3:20])[CH2:9][N:10]([C:13]2[C:18]([Cl:19])=[CH:17][CH:16]=[CH:15][N:14]=2)[CH2:11][CH:12]=1)(=O)=O.C([N:25]([CH2:28]C)[CH2:26][CH3:27])C.[F:30][C:31]([F:40])([F:39])[C:32]1[CH:38]=CC(N)=[CH:34][CH:33]=1.[C]=[O:42], predict the reaction product. The product is: [Cl:19][C:18]1[C:13]([N:10]2[CH2:11][CH:12]=[C:7]([C:28]([NH:25][C:26]3[CH:27]=[CH:38][C:32]([C:31]([F:40])([F:39])[F:30])=[CH:33][CH:34]=3)=[O:42])[C@H:8]([CH3:20])[CH2:9]2)=[N:14][CH:15]=[CH:16][CH:17]=1. (2) Given the reactants [OH:1][C:2]1[C:13]([OH:14])=[CH:12][CH:11]=[CH:10][C:3]=1[CH2:4][C@@H:5]([C:7]([OH:9])=[O:8])[NH2:6].S(Cl)(Cl)=O.Cl.C(OC(=O)C)C.[CH2:26](O)[CH2:27][CH2:28][CH3:29], predict the reaction product. The product is: [CH2:26]([O:8][C:7](=[O:9])[C@H:5]([CH2:4][C:3]1[CH:10]=[CH:11][CH:12]=[C:13]([OH:14])[C:2]=1[OH:1])[NH2:6])[CH2:27][CH2:28][CH3:29].